Dataset: Peptide-MHC class I binding affinity with 185,985 pairs from IEDB/IMGT. Task: Regression. Given a peptide amino acid sequence and an MHC pseudo amino acid sequence, predict their binding affinity value. This is MHC class I binding data. The binding affinity (normalized) is 0.0976. The MHC is H-2-Kb with pseudo-sequence H-2-Kb. The peptide sequence is ASISLIDAL.